From a dataset of Catalyst prediction with 721,799 reactions and 888 catalyst types from USPTO. Predict which catalyst facilitates the given reaction. (1) Reactant: [C:1]([NH:8][CH2:9][CH2:10][C:11]([OH:13])=O)([O:3][C:4]([CH3:7])([CH3:6])[CH3:5])=[O:2].[CH3:14][C:15]1(C)[O:22]C(=O)[CH2:19][C:17](=O)[O:16]1.C1(N=C=NC2CCCCC2)CCCCC1.C(NC1CCCCC1)(NC1CCCCC1)=O. Product: [C:4]([O:3][C:1]([NH:8][CH2:9][CH2:10][C:11](=[O:13])[CH2:14][C:15]([O:16][CH2:17][CH3:19])=[O:22])=[O:2])([CH3:5])([CH3:6])[CH3:7]. The catalyst class is: 119. (2) Reactant: CC(OC([NH:8][C:9]1[CH:14]=[CH:13][C:12]([C:15]2[S:16][CH:17]=[CH:18][CH:19]=2)=[CH:11][C:10]=1[NH:20][C:21]([C:23]1[CH:28]=[CH:27][C:26]([CH2:29][NH:30][CH2:31][P:32](=[O:39])([O:36][CH2:37][CH3:38])[O:33][CH2:34][CH3:35])=[CH:25][CH:24]=1)=[O:22])=O)(C)C.C(O)(C(F)(F)F)=O. Product: [NH2:8][C:9]1[CH:14]=[CH:13][C:12]([C:15]2[S:16][CH:17]=[CH:18][CH:19]=2)=[CH:11][C:10]=1[NH:20][C:21]([C:23]1[CH:28]=[CH:27][C:26]([CH2:29][NH:30][CH2:31][P:32](=[O:39])([O:36][CH2:37][CH3:38])[O:33][CH2:34][CH3:35])=[CH:25][CH:24]=1)=[O:22]. The catalyst class is: 2. (3) Reactant: [NH2:1][C:2]1[CH:3]=[C:4]([CH:9]=[C:10]([C:12]([C:15]#[N:16])([CH3:14])[CH3:13])[CH:11]=1)[C:5]([O:7][CH3:8])=[O:6].C(N(CC)CC)C.[C:24](Cl)(=[O:26])[CH3:25]. Product: [C:24]([NH:1][C:2]1[CH:3]=[C:4]([CH:9]=[C:10]([C:12]([C:15]#[N:16])([CH3:13])[CH3:14])[CH:11]=1)[C:5]([O:7][CH3:8])=[O:6])(=[O:26])[CH3:25]. The catalyst class is: 2. (4) Reactant: [F:1][C:2]1[CH:7]=[C:6]([N+:8]([O-])=O)[CH:5]=[CH:4][C:3]=1[N:11]1[CH2:14][CH:13]([OH:15])[CH2:12]1. Product: [NH2:8][C:6]1[CH:5]=[CH:4][C:3]([N:11]2[CH2:12][CH:13]([OH:15])[CH2:14]2)=[C:2]([F:1])[CH:7]=1. The catalyst class is: 29. (5) Reactant: [NH:1]1[C:9]2[C:4](=[CH:5][CH:6]=[CH:7][CH:8]=2)[C:3]([CH2:10][CH:11]([O:17][CH:18]([CH3:20])[CH3:19])[C:12]([O:14][CH2:15][CH3:16])=[O:13])=[CH:2]1.[H-].[Na+].[CH2:23](Br)[C:24]#[CH:25].[Cl-].[NH4+]. Product: [CH:18]([O:17][CH:11]([CH2:10][C:3]1[C:4]2[C:9](=[CH:8][CH:7]=[CH:6][CH:5]=2)[N:1]([CH2:25][C:24]#[CH:23])[CH:2]=1)[C:12]([O:14][CH2:15][CH3:16])=[O:13])([CH3:19])[CH3:20]. The catalyst class is: 35. (6) Reactant: Cl.CN.[CH2:4]([N:6](CC)CC)C.[F:11][C:12]1[CH:20]=[CH:19][C:18]([I:21])=[CH:17][C:13]=1[C:14](Cl)=[O:15]. Product: [F:11][C:12]1[CH:20]=[CH:19][C:18]([I:21])=[CH:17][C:13]=1[C:14]([NH:6][CH3:4])=[O:15]. The catalyst class is: 4.